Dataset: NCI-60 drug combinations with 297,098 pairs across 59 cell lines. Task: Regression. Given two drug SMILES strings and cell line genomic features, predict the synergy score measuring deviation from expected non-interaction effect. (1) Drug 1: CC1=C(C=C(C=C1)NC(=O)C2=CC=C(C=C2)CN3CCN(CC3)C)NC4=NC=CC(=N4)C5=CN=CC=C5. Synergy scores: CSS=25.5, Synergy_ZIP=10.2, Synergy_Bliss=7.75, Synergy_Loewe=-4.65, Synergy_HSA=2.83. Drug 2: CC1=C2C(C(=O)C3(C(CC4C(C3C(C(C2(C)C)(CC1OC(=O)C(C(C5=CC=CC=C5)NC(=O)C6=CC=CC=C6)O)O)OC(=O)C7=CC=CC=C7)(CO4)OC(=O)C)O)C)OC(=O)C. Cell line: A549. (2) Drug 1: CC12CCC(CC1=CCC3C2CCC4(C3CC=C4C5=CN=CC=C5)C)O. Drug 2: CN(CC1=CN=C2C(=N1)C(=NC(=N2)N)N)C3=CC=C(C=C3)C(=O)NC(CCC(=O)O)C(=O)O. Cell line: HT29. Synergy scores: CSS=28.9, Synergy_ZIP=-3.28, Synergy_Bliss=-5.59, Synergy_Loewe=-12.0, Synergy_HSA=-4.88. (3) Drug 1: C1CCC(CC1)NC(=O)N(CCCl)N=O. Drug 2: CC12CCC3C(C1CCC2OP(=O)(O)O)CCC4=C3C=CC(=C4)OC(=O)N(CCCl)CCCl.[Na+]. Cell line: OVCAR-8. Synergy scores: CSS=1.82, Synergy_ZIP=-5.96, Synergy_Bliss=-11.0, Synergy_Loewe=-16.1, Synergy_HSA=-12.5. (4) Drug 1: CN(C)N=NC1=C(NC=N1)C(=O)N. Drug 2: C1CNP(=O)(OC1)N(CCCl)CCCl. Cell line: OVCAR3. Synergy scores: CSS=-2.58, Synergy_ZIP=2.21, Synergy_Bliss=1.82, Synergy_Loewe=-10.8, Synergy_HSA=-6.20. (5) Synergy scores: CSS=5.21, Synergy_ZIP=-0.170, Synergy_Bliss=6.98, Synergy_Loewe=-4.88, Synergy_HSA=1.49. Drug 1: CC1=CC2C(CCC3(C2CCC3(C(=O)C)OC(=O)C)C)C4(C1=CC(=O)CC4)C. Cell line: HS 578T. Drug 2: CN1C2=C(C=C(C=C2)N(CCCl)CCCl)N=C1CCCC(=O)O.Cl. (6) Drug 1: CC(C)(C1=NC(=CC=C1)N2C3=NC(=NC=C3C(=O)N2CC=C)NC4=CC=C(C=C4)N5CCN(CC5)C)O. Drug 2: C1=CC(=C(C=C1I)F)NC2=C(C=CC(=C2F)F)C(=O)NOCC(CO)O. Cell line: OVCAR3. Synergy scores: CSS=66.7, Synergy_ZIP=-1.11, Synergy_Bliss=0.408, Synergy_Loewe=2.18, Synergy_HSA=6.25. (7) Synergy scores: CSS=48.7, Synergy_ZIP=-4.68, Synergy_Bliss=-3.80, Synergy_Loewe=-4.06, Synergy_HSA=-1.68. Drug 1: COC1=C(C=C2C(=C1)N=CN=C2NC3=CC(=C(C=C3)F)Cl)OCCCN4CCOCC4. Drug 2: C#CCC(CC1=CN=C2C(=N1)C(=NC(=N2)N)N)C3=CC=C(C=C3)C(=O)NC(CCC(=O)O)C(=O)O. Cell line: PC-3. (8) Drug 1: CC1=C2C(C(=O)C3(C(CC4C(C3C(C(C2(C)C)(CC1OC(=O)C(C(C5=CC=CC=C5)NC(=O)OC(C)(C)C)O)O)OC(=O)C6=CC=CC=C6)(CO4)OC(=O)C)OC)C)OC. Drug 2: COC1=C2C(=CC3=C1OC=C3)C=CC(=O)O2. Cell line: EKVX. Synergy scores: CSS=29.5, Synergy_ZIP=-5.02, Synergy_Bliss=-4.27, Synergy_Loewe=-53.5, Synergy_HSA=-4.13. (9) Drug 1: COC1=CC(=CC(=C1O)OC)C2C3C(COC3=O)C(C4=CC5=C(C=C24)OCO5)OC6C(C(C7C(O6)COC(O7)C8=CC=CS8)O)O. Drug 2: C1CN(CCN1C(=O)CCBr)C(=O)CCBr. Cell line: OVCAR3. Synergy scores: CSS=47.5, Synergy_ZIP=-3.90, Synergy_Bliss=4.12, Synergy_Loewe=-14.9, Synergy_HSA=3.74. (10) Drug 1: C1CN1P(=S)(N2CC2)N3CC3. Cell line: CAKI-1. Synergy scores: CSS=12.6, Synergy_ZIP=-5.43, Synergy_Bliss=-0.744, Synergy_Loewe=1.77, Synergy_HSA=1.89. Drug 2: C1C(C(OC1N2C=NC(=NC2=O)N)CO)O.